Dataset: Forward reaction prediction with 1.9M reactions from USPTO patents (1976-2016). Task: Predict the product of the given reaction. (1) Given the reactants [Br:1][C:2]1[CH:3]=[C:4]([CH:6]=[CH:7][C:8]=1[O:9][C:10]([F:13])([F:12])[F:11])[NH2:5].[C:14]([O:18][C:19](O[C:19]([O:18][C:14]([CH3:17])([CH3:16])[CH3:15])=[O:20])=[O:20])([CH3:17])([CH3:16])[CH3:15], predict the reaction product. The product is: [C:14]([O:18][C:19](=[O:20])[NH:5][C:4]1[CH:6]=[CH:7][C:8]([O:9][C:10]([F:11])([F:12])[F:13])=[C:2]([Br:1])[CH:3]=1)([CH3:17])([CH3:16])[CH3:15]. (2) Given the reactants [Br:1][C:2]1[CH:9]=[CH:8][C:7]([O:10][CH2:11][CH:12]2[CH2:17][CH2:16][N:15]([CH2:18][C:19]([CH2:23][CH3:24])(O)[CH2:20][CH3:21])[CH2:14][CH2:13]2)=[CH:6][C:3]=1[C:4]#[N:5].CCN(S(F)(F)[F:31])CC.C([O-])(O)=O.[Na+], predict the reaction product. The product is: [Br:1][C:2]1[CH:9]=[CH:8][C:7]([O:10][CH2:11][CH:12]2[CH2:17][CH2:16][N:15]([CH2:18][C:19]([CH2:23][CH3:24])([F:31])[CH2:20][CH3:21])[CH2:14][CH2:13]2)=[CH:6][C:3]=1[C:4]#[N:5].